From a dataset of Reaction yield outcomes from USPTO patents with 853,638 reactions. Predict the reaction yield, written as a fraction of the theoretical maximum amount of product (1.0 means a 100% yield; for example, 0.34 means a 34% yield). (1) The product is [Cl:1][C:2]1[C:3]2[N:17]=[C:18]([NH:19][C:20]3[C:25]([Cl:26])=[CH:24][C:23]([Cl:27])=[CH:22][C:21]=3[Cl:28])[N:12]([CH2:13][CH2:14][CH2:15][OH:16])[C:4]=2[C:5]([C:6]([O:8][CH3:9])=[O:7])=[CH:10][CH:11]=1. The catalyst is O1CCCC1.C(OCC)(=O)C. The yield is 0.960. The reactants are [Cl:1][C:2]1[CH:11]=[CH:10][C:5]([C:6]([O:8][CH3:9])=[O:7])=[C:4]([NH:12][CH2:13][CH2:14][CH2:15][OH:16])[C:3]=1[NH:17][C:18](=S)[NH:19][C:20]1[C:25]([Cl:26])=[CH:24][C:23]([Cl:27])=[CH:22][C:21]=1[Cl:28].Cl.C(N=C=NCCCN(C)C)C.C(N(CC)CC)C. (2) The reactants are [NH2:1][C@H:2]([C:6]1[CH:11]=[CH:10][C:9]([Cl:12])=[CH:8][CH:7]=1)[CH2:3][CH2:4][OH:5].[C:13]([O:17][C:18]([NH:20][C:21]1([C:36](O)=[O:37])[CH2:26][CH2:25][N:24]([C:27]2[C:28]3[CH:35]=[CH:34][NH:33][C:29]=3[N:30]=[CH:31][N:32]=2)[CH2:23][CH2:22]1)=[O:19])([CH3:16])([CH3:15])[CH3:14].CCN(C(C)C)C(C)C.CN(C(ON1N=NC2C=CC=NC1=2)=[N+](C)C)C.F[P-](F)(F)(F)(F)F. The catalyst is CC(N(C)C)=O. The product is [Cl:12][C:9]1[CH:8]=[CH:7][C:6]([C@@H:2]([NH:1][C:36]([C:21]2([NH:20][C:18](=[O:19])[O:17][C:13]([CH3:15])([CH3:14])[CH3:16])[CH2:22][CH2:23][N:24]([C:27]3[C:28]4[CH:35]=[CH:34][NH:33][C:29]=4[N:30]=[CH:31][N:32]=3)[CH2:25][CH2:26]2)=[O:37])[CH2:3][CH2:4][OH:5])=[CH:11][CH:10]=1. The yield is 0.820. (3) The reactants are [F:1][C:2]1[CH:7]=[CH:6][C:5]([C@@H:8]2[CH2:13][CH2:12][CH2:11][CH2:10][C@H:9]2[C:14](O)=[O:15])=[CH:4][CH:3]=1.C(=O)([O-])[O-].[Cs+].[Cs+].S(OC)(OC)(=O)=O.[BH4-].[Li+].CO.[Cl-].[NH4+]. The catalyst is CC(C)=O.C(OCC)(=O)C. The yield is 0.730. The product is [F:1][C:2]1[CH:3]=[CH:4][C:5]([C@@H:8]2[CH2:13][CH2:12][CH2:11][CH2:10][C@H:9]2[CH2:14][OH:15])=[CH:6][CH:7]=1.